This data is from Reaction yield outcomes from USPTO patents with 853,638 reactions. The task is: Predict the reaction yield, written as a fraction of the theoretical maximum amount of product (1.0 means a 100% yield; for example, 0.34 means a 34% yield). (1) No catalyst specified. The yield is 0.670. The product is [Br:1][C:2]1[CH:3]=[CH:4][C:5]([C:8]2([NH:33][C:36](=[O:21])[O:42][C:38]([CH3:41])([CH3:40])[CH3:39])[CH2:9][CH2:10]2)=[CH:6][CH:7]=1. The reactants are [Br:1][C:2]1[CH:7]=[CH:6][C:5]([C:8]2(C(O)=O)[CH2:10][CH2:9]2)=[CH:4][CH:3]=1.C1(P(N=[N+]=[N-])(C2C=CC=CC=2)=[O:21])C=CC=CC=1.C([N:33]([CH2:36]C)CC)C.[C:38]([OH:42])([CH3:41])([CH3:40])[CH3:39]. (2) The reactants are [C:1]([O:5][C:6](=[O:22])[NH:7][CH2:8][CH2:9][CH2:10][O:11][C:12]1[CH:17]=[CH:16][C:15]([Cl:18])=[CH:14][C:13]=1[N+:19]([O-])=O)([CH3:4])([CH3:3])[CH3:2]. The catalyst is C(O)C.[Pt]=O. The product is [C:1]([O:5][C:6](=[O:22])[NH:7][CH2:8][CH2:9][CH2:10][O:11][C:12]1[CH:17]=[CH:16][C:15]([Cl:18])=[CH:14][C:13]=1[NH2:19])([CH3:4])([CH3:2])[CH3:3]. The yield is 0.860. (3) The yield is 0.760. The reactants are [C:1]([N:8]1[CH2:13][CH2:12][C:11]([C:16]2[CH:21]=[CH:20][C:19]([F:22])=[CH:18][CH:17]=2)([CH2:14][NH2:15])[CH2:10][CH2:9]1)([O:3][C:4]([CH3:7])([CH3:6])[CH3:5])=[O:2].C(N(CC)CC)C.[C:30]([C:32]1[CH:33]=[C:34]([CH2:42]I)[C:35]2[C:40]([CH:41]=1)=[CH:39][CH:38]=[CH:37][CH:36]=2)#[N:31]. The product is [C:1]([N:8]1[CH2:9][CH2:10][C:11]([C:16]2[CH:17]=[CH:18][C:19]([F:22])=[CH:20][CH:21]=2)([CH2:14][NH:15][CH2:42][C:34]2[C:35]3[C:40](=[CH:39][CH:38]=[CH:37][CH:36]=3)[CH:41]=[C:32]([C:30]#[N:31])[CH:33]=2)[CH2:12][CH2:13]1)([O:3][C:4]([CH3:6])([CH3:7])[CH3:5])=[O:2]. The catalyst is CN(C=O)C. (4) The reactants are Cl[C:2](Cl)([O:4]C(=O)OC(Cl)(Cl)Cl)Cl.[CH2:13]([O:20][NH:21][C@H:22]1[CH2:27][NH:26][C@H:25]([C:28]([O:30][CH2:31][CH3:32])=[O:29])[CH2:24][CH2:23]1)[C:14]1[CH:19]=[CH:18][CH:17]=[CH:16][CH:15]=1.CCN(C(C)C)C(C)C. The catalyst is C(Cl)Cl. The product is [CH2:13]([O:20][N:21]1[C:2](=[O:4])[N:26]2[CH2:27][C@H:22]1[CH2:23][CH2:24][C@H:25]2[C:28]([O:30][CH2:31][CH3:32])=[O:29])[C:14]1[CH:15]=[CH:16][CH:17]=[CH:18][CH:19]=1. The yield is 0.500. (5) The reactants are [F:1][C:2]1[CH:7]=[C:6]([I:8])[CH:5]=[CH:4][C:3]=1[NH:9][C:10]1[C:15]([N+:16]([O-:18])=[O:17])=[CH:14][NH:13][C:12](=[O:19])[CH:11]=1.[H-].[Na+].[CH3:22]I.O. The catalyst is CN(C=O)C. The product is [F:1][C:2]1[CH:7]=[C:6]([I:8])[CH:5]=[CH:4][C:3]=1[NH:9][C:10]1[C:15]([N+:16]([O-:18])=[O:17])=[CH:14][N:13]([CH3:22])[C:12](=[O:19])[CH:11]=1. The yield is 0.770.